From a dataset of Catalyst prediction with 721,799 reactions and 888 catalyst types from USPTO. Predict which catalyst facilitates the given reaction. (1) The catalyst class is: 37. Product: [CH:40]([NH:37][C:38]([N:21]1[CH2:22][CH2:23][CH2:24][C@H:19]([NH:18][C:16]2[S:17][C:13]3[CH:12]=[C:11]([O:10][C:8]4[CH:7]=[CH:6][N:5]=[C:4]([C:3]([NH:2][CH3:1])=[O:27])[CH:9]=4)[CH:26]=[CH:25][C:14]=3[N:15]=2)[CH2:20]1)=[O:39])([CH3:42])[CH3:41]. Reactant: [CH3:1][NH:2][C:3](=[O:27])[C:4]1[CH:9]=[C:8]([O:10][C:11]2[CH:26]=[CH:25][C:14]3[N:15]=[C:16]([NH:18][C@H:19]4[CH2:24][CH2:23][CH2:22][NH:21][CH2:20]4)[S:17][C:13]=3[CH:12]=2)[CH:7]=[CH:6][N:5]=1.CCN(C(C)C)C(C)C.[N:37]([CH:40]([CH3:42])[CH3:41])=[C:38]=[O:39]. (2) Reactant: CCN(C(C)C)C(C)C.Br[C:11]1[S:12][C:13]([C:16]2[CH:21]=[CH:20][CH:19]=[CH:18][C:17]=2[N+:22]([O-:24])=[O:23])=[N:14][N:15]=1.[NH:25]1[CH2:30][CH2:29][O:28][CH2:27][CH2:26]1.O. Product: [N+:22]([C:17]1[CH:18]=[CH:19][CH:20]=[CH:21][C:16]=1[C:13]1[S:12][C:11]([N:25]2[CH2:30][CH2:29][O:28][CH2:27][CH2:26]2)=[N:15][N:14]=1)([O-:24])=[O:23]. The catalyst class is: 3. (3) Reactant: [F:1][C:2]1[C:7]([C:8]2[N:13]=[C:12]([CH3:14])[N:11]=[C:10]([N:15]([CH2:25][C:26]3[CH:31]=[CH:30][C:29]([O:32][CH3:33])=[CH:28][CH:27]=3)[CH2:16][C:17]3[CH:22]=[CH:21][C:20]([O:23][CH3:24])=[CH:19][CH:18]=3)[CH:9]=2)=[CH:6][C:5]([C@H:34]([N:36]2[CH2:41][CH2:40][NH:39][CH2:38][CH2:37]2)[CH3:35])=[CH:4][N:3]=1.CCN(CC)CC.[CH3:49][S:50](Cl)(=[O:52])=[O:51].[OH-].[Na+]. Product: [F:1][C:2]1[C:7]([C:8]2[N:13]=[C:12]([CH3:14])[N:11]=[C:10]([N:15]([CH2:16][C:17]3[CH:18]=[CH:19][C:20]([O:23][CH3:24])=[CH:21][CH:22]=3)[CH2:25][C:26]3[CH:31]=[CH:30][C:29]([O:32][CH3:33])=[CH:28][CH:27]=3)[CH:9]=2)=[CH:6][C:5]([C@H:34]([N:36]2[CH2:37][CH2:38][N:39]([S:50]([CH3:49])(=[O:52])=[O:51])[CH2:40][CH2:41]2)[CH3:35])=[CH:4][N:3]=1. The catalyst class is: 2. (4) Reactant: [P:1]([O:19][C:20]1[CH:25]=[CH:24][C:23]([N:26]([C:66]2[CH:67]=[C:68]3[CH:74]=[CH:73][N:72]([CH3:75])[C:69]3=[N:70][CH:71]=2)[C:27]([C:29]2[C:37]3[CH2:36][CH2:35][CH2:34][CH2:33][C:32]=3[N:31]([C:38]3[C:46]([C:47]([N:49]4[C@H:58]([CH2:59][N:60]5[CH2:65][CH2:64][O:63][CH2:62][CH2:61]5)[CH2:57][C:56]5[C:51](=[CH:52][CH:53]=[CH:54][CH:55]=5)[CH2:50]4)=[O:48])=[CH:45][C:41]4[O:42][CH2:43][O:44][C:40]=4[CH:39]=3)[CH:30]=2)=[O:28])=[CH:22][CH:21]=1)([O:11]CC1C=CC=CC=1)([O:3]CC1C=CC=CC=1)=[O:2].[OH-].[Na+:77]. Product: [P:1]([O-:3])([O-:11])([O:19][C:20]1[CH:21]=[CH:22][C:23]([N:26]([C:66]2[CH:67]=[C:68]3[CH:74]=[CH:73][N:72]([CH3:75])[C:69]3=[N:70][CH:71]=2)[C:27]([C:29]2[C:37]3[CH2:36][CH2:35][CH2:34][CH2:33][C:32]=3[N:31]([C:38]3[C:46]([C:47]([N:49]4[C@H:58]([CH2:59][N:60]5[CH2:61][CH2:62][O:63][CH2:64][CH2:65]5)[CH2:57][C:56]5[C:51](=[CH:52][CH:53]=[CH:54][CH:55]=5)[CH2:50]4)=[O:48])=[CH:45][C:41]4[O:42][CH2:43][O:44][C:40]=4[CH:39]=3)[CH:30]=2)=[O:28])=[CH:24][CH:25]=1)=[O:2].[Na+:77].[Na+:77]. The catalyst class is: 19. (5) Reactant: [NH2:1][C:2]1[CH:7]=[CH:6][C:5]([N:8]2[C@@H:12]3[CH2:13][CH2:14][CH2:15][CH2:16][C@H:11]3[N:10]([C:17]3[CH:24]=[CH:23][C:20]([C:21]#[N:22])=[C:19]([C:25]([F:28])([F:27])[F:26])[CH:18]=3)[C:9]2=[O:29])=[CH:4][C:3]=1[F:30].N1C=CC=CC=1.[CH3:37][S:38](Cl)(=[O:40])=[O:39]. Product: [C:21]([C:20]1[CH:23]=[CH:24][C:17]([N:10]2[C@@H:11]3[CH2:16][CH2:15][CH2:14][CH2:13][C@H:12]3[N:8]([C:5]3[CH:6]=[CH:7][C:2]([NH:1][S:38]([CH3:37])(=[O:40])=[O:39])=[C:3]([F:30])[CH:4]=3)[C:9]2=[O:29])=[CH:18][C:19]=1[C:25]([F:27])([F:28])[F:26])#[N:22]. The catalyst class is: 2. (6) Reactant: [CH3:1][O:2][C:3]1[CH:4]=[CH:5][C:6]2[O:11][CH2:10][C:9](=[O:12])[NH:8][C:7]=2[CH:13]=1.[H-].[Na+].CS(O[CH2:21][CH2:22][C@H:23]1[CH2:28][CH2:27][C@H:26]([NH:29][C:30]([O:32][C:33]([CH3:36])([CH3:35])[CH3:34])=[O:31])[CH2:25][CH2:24]1)(=O)=O.COC1C=C2C(C=CC(=O)N2CCN2CCC(NC(=O)OC(C)(C)C)CC2)=CC=1. Product: [CH3:1][O:2][C:3]1[CH:4]=[CH:5][C:6]2[O:11][CH2:10][C:9](=[O:12])[N:8]([CH2:21][CH2:22][C@H:23]3[CH2:24][CH2:25][C@H:26]([NH:29][C:30](=[O:31])[O:32][C:33]([CH3:36])([CH3:35])[CH3:34])[CH2:27][CH2:28]3)[C:7]=2[CH:13]=1. The catalyst class is: 98. (7) Reactant: [C:1]([O:5][C:6]([N:8]1[CH2:13][CH2:12][N:11]([C:14]2[N:22]=[C:21]([Cl:23])[N:20]=[C:19]3[C:15]=2[N:16]=[CH:17][NH:18]3)[CH2:10][CH2:9]1)=[O:7])([CH3:4])([CH3:3])[CH3:2].CI.[C:26](=O)([O-])[O-].[K+].[K+].Cl. Product: [C:1]([O:5][C:6]([N:8]1[CH2:9][CH2:10][N:11]([C:14]2[N:22]=[C:21]([Cl:23])[N:20]=[C:19]3[C:15]=2[N:16]=[CH:17][N:18]3[CH3:26])[CH2:12][CH2:13]1)=[O:7])([CH3:4])([CH3:2])[CH3:3]. The catalyst class is: 35. (8) Product: [F:13][C:5]1[CH:4]=[CH:3][C:2]([CH:22]=[O:23])=[CH:12][C:6]=1[CH2:7][NH:8][C:9](=[O:11])[O:10][C:17]([CH3:16])([CH3:18])[CH3:24]. The catalyst class is: 1. Reactant: Br[C:2]1[CH:3]=[CH:4][C:5]([F:13])=[C:6]([CH:12]=1)[CH2:7][NH:8][C:9](=[O:11])[O-:10].[Li]C[CH2:16][CH2:17][CH3:18].CN([CH:22]=[O:23])C.[C:24](OCC)(=O)C. (9) Reactant: C[O:2][C:3]([C:5]1[CH:6]=[C:7]([CH:24]=[CH:25][CH:26]=1)[CH2:8][O:9][C:10]1[CH:11]=[C:12]([C:20]([O:22]C)=[O:21])[CH:13]=[C:14]([CH:19]=1)[C:15]([O:17]C)=[O:16])=[O:4].[OH-].[K+]. Product: [C:3]([C:5]1[CH:6]=[C:7]([CH:24]=[CH:25][CH:26]=1)[CH2:8][O:9][C:10]1[CH:11]=[C:12]([C:20]([OH:22])=[O:21])[CH:13]=[C:14]([CH:19]=1)[C:15]([OH:17])=[O:16])([OH:4])=[O:2]. The catalyst class is: 14.